From a dataset of Full USPTO retrosynthesis dataset with 1.9M reactions from patents (1976-2016). Predict the reactants needed to synthesize the given product. Given the product [F:5][C:6]1[CH:11]=[CH:10][C:9]([C:12]2[N:17]=[CH:16][N:15]=[C:14]([NH:18][C:19]3[CH:20]=[C:21]([CH:22]=[CH:23][CH:24]=3)[CH2:25][S:26]([CH3:29])(=[O:27])=[N:28][C:1](=[O:3])[CH3:2])[N:13]=2)=[C:8]([O:30][CH3:31])[CH:7]=1, predict the reactants needed to synthesize it. The reactants are: [C:1](Cl)(=[O:3])[CH3:2].[F:5][C:6]1[CH:11]=[CH:10][C:9]([C:12]2[N:17]=[CH:16][N:15]=[C:14]([NH:18][C:19]3[CH:24]=[CH:23][CH:22]=[C:21]([CH2:25][S:26]([CH3:29])(=[NH:28])=[O:27])[CH:20]=3)[N:13]=2)=[C:8]([O:30][CH3:31])[CH:7]=1.C(N(CC)CC)C.